From a dataset of Full USPTO retrosynthesis dataset with 1.9M reactions from patents (1976-2016). Predict the reactants needed to synthesize the given product. Given the product [OH:17]/[N:16]=[C:13](\[N:10]1[CH2:11][CH2:12][N:7]([CH:4]2[CH2:5][CH2:6][O:1][CH2:2][CH2:3]2)[CH2:8][CH2:9]1)/[NH2:14], predict the reactants needed to synthesize it. The reactants are: [O:1]1[CH2:6][CH2:5][CH:4]([N:7]2[CH2:12][CH2:11][N:10]([C:13]#[N:14])[CH2:9][CH2:8]2)[CH2:3][CH2:2]1.Cl.[NH2:16][OH:17].C([O-])([O-])=O.[Na+].[Na+].